From a dataset of Catalyst prediction with 721,799 reactions and 888 catalyst types from USPTO. Predict which catalyst facilitates the given reaction. (1) Reactant: C(O[C:4]1[C:5](=[O:12])[C:6](=[O:11])[C:7]=1[O:8][CH2:9][CH3:10])C.C(N(CC)CC)C.[CH3:20][NH:21][CH2:22][CH2:23][CH:24]1[O:29][CH2:28][CH2:27][N:26]([C:30]([O:32][CH2:33][C:34]2[CH:39]=[C:38]([Cl:40])[CH:37]=[C:36]([Cl:41])[CH:35]=2)=[O:31])[CH2:25]1. Product: [CH2:9]([O:8][C:7]1[C:6](=[O:11])[C:5](=[O:12])[C:4]=1[N:21]([CH3:20])[CH2:22][CH2:23][CH:24]1[O:29][CH2:28][CH2:27][N:26]([C:30]([O:32][CH2:33][C:34]2[CH:39]=[C:38]([Cl:40])[CH:37]=[C:36]([Cl:41])[CH:35]=2)=[O:31])[CH2:25]1)[CH3:10]. The catalyst class is: 14. (2) Reactant: [CH3:1][O:2][C:3](=[O:17])[CH2:4][CH2:5][CH2:6][CH2:7][C:8]1[CH:13]=[C:12]([F:14])[CH:11]=[C:10]([NH2:15])[C:9]=1[F:16].C(N(CC)CC)C.Cl[C:26]([O:28][CH2:29][CH3:30])=[O:27].C(N(C(C)C)CC)(C)C. Product: [CH3:1][O:2][C:3](=[O:17])[CH2:4][CH2:5][CH2:6][CH2:7][C:8]1[CH:13]=[C:12]([F:14])[CH:11]=[C:10]([NH:15][C:26]([O:28][CH2:29][CH3:30])=[O:27])[C:9]=1[F:16]. The catalyst class is: 7. (3) Reactant: [F:1][C:2]1([F:19])[CH2:7][CH2:6][CH:5]([C@H:8]([NH:11]C(=O)OC(C)(C)C)[CH2:9][OH:10])[CH2:4][CH2:3]1.[ClH:20]. Product: [ClH:20].[NH2:11][C@@H:8]([CH:5]1[CH2:6][CH2:7][C:2]([F:1])([F:19])[CH2:3][CH2:4]1)[CH2:9][OH:10]. The catalyst class is: 817. (4) Reactant: [CH3:1][O:2][C:3]([C:5]1[N:6]([S:16]([C:19]2[CH:24]=[CH:23][CH:22]=[CH:21][CH:20]=2)(=[O:18])=[O:17])[C:7]2[C:12]([CH:13]=1)=[CH:11][C:10]([S:14][CH3:15])=[CH:9][CH:8]=2)=O.P(Cl)(Cl)(Cl)=O.O.[NH2:31][NH2:32]. Product: [C:19]1([S:16]([N:6]2[C:7]3[C:12](=[CH:11][C:10]([S:14][CH3:15])=[CH:9][CH:8]=3)[CH:13]=[C:5]2[C:3]2[O:2][CH:1]=[N:31][N:32]=2)(=[O:18])=[O:17])[CH:24]=[CH:23][CH:22]=[CH:21][CH:20]=1. The catalyst class is: 8. (5) Reactant: [Cl:1][C:2]1[CH:22]=[CH:21][CH:20]=[CH:19][C:3]=1[O:4][C:5]1[CH2:9][N:8]([C@@H:10]([CH2:14][CH2:15][S:16][CH3:17])[C:11]([OH:13])=O)[C:7](=[O:18])[CH:6]=1.[CH3:23][C:24]1([CH3:36])[O:28][C@H:27]([CH2:29][N:30]2[CH:34]=[CH:33][C:32]([NH2:35])=[N:31]2)[CH2:26][O:25]1.C(N(CC)C(C)C)(C)C.F[P-](F)(F)(F)(F)F.N1(O[P+](N(C)C)(N(C)C)N(C)C)C2C=CC=CC=2N=N1. Product: [Cl:1][C:2]1[CH:22]=[CH:21][CH:20]=[CH:19][C:3]=1[O:4][C:5]1[CH2:9][N:8]([C@@H:10]([CH2:14][CH2:15][S:16][CH3:17])[C:11]([NH:35][C:32]2[CH:33]=[CH:34][N:30]([CH2:29][C@@H:27]3[CH2:26][O:25][C:24]([CH3:36])([CH3:23])[O:28]3)[N:31]=2)=[O:13])[C:7](=[O:18])[CH:6]=1. The catalyst class is: 42. (6) Reactant: [NH:1]1[CH2:5][CH2:4][C@H:3]([CH2:6][OH:7])[CH2:2]1.C(Cl)(Cl)Cl.CCN(C(C)C)C(C)C.[CH3:21][CH:22]1[CH:27]([N:28]([CH3:48])[C:29]2[C:30]3[CH:37]=[CH:36][N:35]([S:38]([C:41]4[CH:47]=[CH:46][C:44]([CH3:45])=[CH:43][CH:42]=4)(=[O:40])=[O:39])[C:31]=3[N:32]=[CH:33][N:34]=2)[CH2:26][CH2:25][CH:24]([CH2:49][S:50](Cl)(=[O:52])=[O:51])[CH2:23]1. Product: [CH3:21][CH:22]1[CH:27]([N:28]([CH3:48])[C:29]2[C:30]3[CH:37]=[CH:36][N:35]([S:38]([C:41]4[CH:42]=[CH:43][C:44]([CH3:45])=[CH:46][CH:47]=4)(=[O:39])=[O:40])[C:31]=3[N:32]=[CH:33][N:34]=2)[CH2:26][CH2:25][CH:24]([CH2:49][S:50]([N:1]2[CH2:5][CH2:4][C@H:3]([CH2:6][OH:7])[CH2:2]2)(=[O:52])=[O:51])[CH2:23]1. The catalyst class is: 3. (7) Reactant: [C:1]([OH:13])(=O)[C:2]1[CH:11]=[CH:10][C:9]2[C:4](=[CH:5][CH:6]=[CH:7][CH:8]=2)[N:3]=1.CN(C(ON1N=NC2C=CC=NC1=2)=[N+](C)C)C.F[P-](F)(F)(F)(F)F.C(N(C(C)C)CC)(C)C.[Cl:47][C:48]1[CH:53]=[CH:52][C:51]([C:54]2[N:59]=[C:58]([NH:60][CH2:61][CH2:62][NH:63][C:64](=[O:66])[CH3:65])[CH:57]=[C:56]([N:67]3[CH2:72][CH2:71][NH:70][CH2:69][CH2:68]3)[N:55]=2)=[CH:50][CH:49]=1. Product: [Cl:47][C:48]1[CH:49]=[CH:50][C:51]([C:54]2[N:59]=[C:58]([NH:60][CH2:61][CH2:62][NH:63][C:64](=[O:66])[CH3:65])[CH:57]=[C:56]([N:67]3[CH2:72][CH2:71][N:70]([C:1]([C:2]4[CH:11]=[CH:10][C:9]5[C:4](=[CH:5][CH:6]=[CH:7][CH:8]=5)[N:3]=4)=[O:13])[CH2:69][CH2:68]3)[N:55]=2)=[CH:52][CH:53]=1. The catalyst class is: 37.